Dataset: Peptide-MHC class I binding affinity with 185,985 pairs from IEDB/IMGT. Task: Regression. Given a peptide amino acid sequence and an MHC pseudo amino acid sequence, predict their binding affinity value. This is MHC class I binding data. (1) The peptide sequence is KPKFCLIDGM. The MHC is HLA-B54:01 with pseudo-sequence HLA-B54:01. The binding affinity (normalized) is 0.114. (2) The peptide sequence is IVPFWITAIY. The MHC is HLA-A68:01 with pseudo-sequence HLA-A68:01. The binding affinity (normalized) is 0.521. (3) The peptide sequence is AMYDPQTYY. The MHC is HLA-A02:16 with pseudo-sequence HLA-A02:16. The binding affinity (normalized) is 0.0847. (4) The peptide sequence is IQKGMFVVK. The MHC is HLA-B46:01 with pseudo-sequence HLA-B46:01. The binding affinity (normalized) is 0.0847. (5) The peptide sequence is TTENAAYQV. The MHC is HLA-A02:06 with pseudo-sequence HLA-A02:06. The binding affinity (normalized) is 0.437. (6) The peptide sequence is FVNRRFTLV. The MHC is HLA-A02:06 with pseudo-sequence HLA-A02:06. The binding affinity (normalized) is 0.869.